From a dataset of Reaction yield outcomes from USPTO patents with 853,638 reactions. Predict the reaction yield, written as a fraction of the theoretical maximum amount of product (1.0 means a 100% yield; for example, 0.34 means a 34% yield). The reactants are [CH3:1][O:2][C:3](=[O:15])[C:4]1[CH:9]=[C:8](I)[C:7]([CH:11]([F:13])[CH3:12])=[CH:6][C:5]=1[NH2:14].[CH:16]([N:19]1[C:23]([Sn](CCCC)(CCCC)CCCC)=[CH:22][CH:21]=[N:20]1)([CH3:18])[CH3:17]. The catalyst is O1CCOCC1.Cl[Pd](Cl)([P](C1C=CC=CC=1)(C1C=CC=CC=1)C1C=CC=CC=1)[P](C1C=CC=CC=1)(C1C=CC=CC=1)C1C=CC=CC=1. The product is [CH3:1][O:2][C:3](=[O:15])[C:4]1[CH:9]=[C:8]([C:23]2[N:19]([CH:16]([CH3:18])[CH3:17])[N:20]=[CH:21][CH:22]=2)[C:7]([CH:11]([F:13])[CH3:12])=[CH:6][C:5]=1[NH2:14]. The yield is 0.160.